This data is from NCI-60 drug combinations with 297,098 pairs across 59 cell lines. The task is: Regression. Given two drug SMILES strings and cell line genomic features, predict the synergy score measuring deviation from expected non-interaction effect. (1) Drug 1: C1=CC(=CC=C1C#N)C(C2=CC=C(C=C2)C#N)N3C=NC=N3. Drug 2: CN(CCCl)CCCl.Cl. Cell line: U251. Synergy scores: CSS=37.8, Synergy_ZIP=-7.20, Synergy_Bliss=-0.702, Synergy_Loewe=0.551, Synergy_HSA=0.883. (2) Drug 1: C1CC(C1)(C(=O)O)C(=O)O.[NH2-].[NH2-].[Pt+2]. Drug 2: CC1=C2C(C(=O)C3(C(CC4C(C3C(C(C2(C)C)(CC1OC(=O)C(C(C5=CC=CC=C5)NC(=O)OC(C)(C)C)O)O)OC(=O)C6=CC=CC=C6)(CO4)OC(=O)C)O)C)O. Cell line: IGROV1. Synergy scores: CSS=1.34, Synergy_ZIP=-1.95, Synergy_Bliss=-2.50, Synergy_Loewe=-3.10, Synergy_HSA=-3.06. (3) Synergy scores: CSS=19.8, Synergy_ZIP=-5.75, Synergy_Bliss=-1.76, Synergy_Loewe=1.81, Synergy_HSA=2.25. Cell line: SK-MEL-28. Drug 1: C1C(C(OC1N2C=NC3=C(N=C(N=C32)Cl)N)CO)O. Drug 2: C1CC(C1)(C(=O)O)C(=O)O.[NH2-].[NH2-].[Pt+2]. (4) Cell line: HOP-92. Synergy scores: CSS=1.41, Synergy_ZIP=3.39, Synergy_Bliss=4.42, Synergy_Loewe=4.09, Synergy_HSA=-0.514. Drug 2: C(CN)CNCCSP(=O)(O)O. Drug 1: CC12CCC3C(C1CCC2O)C(CC4=C3C=CC(=C4)O)CCCCCCCCCS(=O)CCCC(C(F)(F)F)(F)F.